Dataset: Full USPTO retrosynthesis dataset with 1.9M reactions from patents (1976-2016). Task: Predict the reactants needed to synthesize the given product. (1) Given the product [ClH:21].[ClH:21].[N:1]1([CH:7]2[CH2:8][CH2:9][CH:10]([NH2:13])[CH2:11][CH2:12]2)[CH2:2][CH2:3][O:4][CH2:5][CH2:6]1, predict the reactants needed to synthesize it. The reactants are: [N:1]1([CH:7]2[CH2:12][CH2:11][CH:10]([NH:13]C(=O)OC(C)(C)C)[CH2:9][CH2:8]2)[CH2:6][CH2:5][O:4][CH2:3][CH2:2]1.[ClH:21].CCOCC. (2) Given the product [CH3:36][O:35][C:33](=[O:34])[CH2:32][CH2:31][CH2:30][N:14]1[CH2:15][CH2:16][CH2:17][C@@H:13]1[CH2:12][O:11][C:10]1[CH:18]=[CH:19][C:7]([O:6][C:5]2[CH:20]=[CH:21][C:2]([Cl:1])=[CH:3][CH:4]=2)=[CH:8][CH:9]=1, predict the reactants needed to synthesize it. The reactants are: [Cl:1][C:2]1[CH:21]=[CH:20][C:5]([O:6][C:7]2[CH:19]=[CH:18][C:10]([O:11][CH2:12][C@H:13]3[CH2:17][CH2:16][CH2:15][NH:14]3)=[CH:9][CH:8]=2)=[CH:4][CH:3]=1.C(N(CC)CC)C.Br[CH2:30][CH2:31][CH2:32][C:33]([O:35][CH3:36])=[O:34].O.ClCCl.